From a dataset of Forward reaction prediction with 1.9M reactions from USPTO patents (1976-2016). Predict the product of the given reaction. (1) Given the reactants C([N:8]1[CH2:13][CH2:12][CH2:11][C@@H:10]([C@@:14]([C:23]2[CH:28]=[CH:27][CH:26]=[C:25]([Cl:29])[CH:24]=2)([OH:22])[CH2:15][CH2:16][CH2:17][C:18]([F:21])([F:20])[CH3:19])[CH2:9]1)(OC(C)(C)C)=O.Cl, predict the reaction product. The product is: [Cl:29][C:25]1[CH:24]=[C:23]([C@:14]([C@@H:10]2[CH2:11][CH2:12][CH2:13][NH:8][CH2:9]2)([OH:22])[CH2:15][CH2:16][CH2:17][C:18]([F:21])([F:20])[CH3:19])[CH:28]=[CH:27][CH:26]=1. (2) Given the reactants Cl.[N:2]1([CH2:7][CH2:8][CH2:9][C:10]([OH:12])=O)[CH2:6][CH2:5][CH2:4][CH2:3]1.CCN(CC)CC.C1N=CN(C(N2C=NC=C2)=O)C=1.[F:32][C:33]1[CH:34]=[C:35]([C:39]2[CH:40]=[C:41]([NH2:44])[NH:42][N:43]=2)[CH:36]=[N:37][CH:38]=1, predict the reaction product. The product is: [F:32][C:33]1[CH:34]=[C:35]([C:39]2[CH:40]=[C:41]([NH:44][C:10](=[O:12])[CH2:9][CH2:8][CH2:7][N:2]3[CH2:3][CH2:4][CH2:5][CH2:6]3)[NH:42][N:43]=2)[CH:36]=[N:37][CH:38]=1. (3) Given the reactants [CH3:1][N:2]1[C:6]([CH2:7][CH2:8][C:9]2[CH:14]=[CH:13][C:12]([C:15]([F:18])([F:17])[F:16])=[CH:11][CH:10]=2)=[C:5]([C:19]([O:21]CC)=[O:20])[CH:4]=[N:3]1.[OH-].[K+], predict the reaction product. The product is: [CH3:1][N:2]1[C:6]([CH2:7][CH2:8][C:9]2[CH:10]=[CH:11][C:12]([C:15]([F:16])([F:17])[F:18])=[CH:13][CH:14]=2)=[C:5]([C:19]([OH:21])=[O:20])[CH:4]=[N:3]1. (4) Given the reactants Cl.[F:2][C:3]1[CH:27]=[CH:26][C:6]([CH2:7][O:8][CH2:9][C:10]([NH:12][CH2:13][CH2:14][CH2:15][CH2:16][CH2:17][NH:18]C(=O)OC(C)(C)C)=[O:11])=[CH:5][CH:4]=1, predict the reaction product. The product is: [NH2:18][CH2:17][CH2:16][CH2:15][CH2:14][CH2:13][NH:12][C:10](=[O:11])[CH2:9][O:8][CH2:7][C:6]1[CH:26]=[CH:27][C:3]([F:2])=[CH:4][CH:5]=1. (5) Given the reactants [OH:1][CH2:2][CH2:3][N:4]([O:8][CH3:9])[CH2:5][CH2:6][OH:7].C(N(CC)CC)C.[CH3:17][S:18](Cl)(=[O:20])=[O:19], predict the reaction product. The product is: [CH3:17][S:18]([O:1][CH2:2][CH2:3][N:4]([O:8][CH3:9])[CH2:5][CH2:6][O:7][S:18]([CH3:17])(=[O:20])=[O:19])(=[O:20])=[O:19].